From a dataset of NCI-60 drug combinations with 297,098 pairs across 59 cell lines. Regression. Given two drug SMILES strings and cell line genomic features, predict the synergy score measuring deviation from expected non-interaction effect. (1) Drug 1: CC1=CC2C(CCC3(C2CCC3(C(=O)C)OC(=O)C)C)C4(C1=CC(=O)CC4)C. Drug 2: CC12CCC3C(C1CCC2O)C(CC4=C3C=CC(=C4)O)CCCCCCCCCS(=O)CCCC(C(F)(F)F)(F)F. Cell line: 786-0. Synergy scores: CSS=-0.973, Synergy_ZIP=1.24, Synergy_Bliss=-0.559, Synergy_Loewe=-2.43, Synergy_HSA=-2.41. (2) Drug 1: CC1=C2C(C(=O)C3(C(CC4C(C3C(C(C2(C)C)(CC1OC(=O)C(C(C5=CC=CC=C5)NC(=O)OC(C)(C)C)O)O)OC(=O)C6=CC=CC=C6)(CO4)OC(=O)C)OC)C)OC. Drug 2: CCC1(CC2CC(C3=C(CCN(C2)C1)C4=CC=CC=C4N3)(C5=C(C=C6C(=C5)C78CCN9C7C(C=CC9)(C(C(C8N6C=O)(C(=O)OC)O)OC(=O)C)CC)OC)C(=O)OC)O.OS(=O)(=O)O. Cell line: KM12. Synergy scores: CSS=53.5, Synergy_ZIP=-2.14, Synergy_Bliss=-4.27, Synergy_Loewe=-1.19, Synergy_HSA=1.66.